Dataset: Reaction yield outcomes from USPTO patents with 853,638 reactions. Task: Predict the reaction yield, written as a fraction of the theoretical maximum amount of product (1.0 means a 100% yield; for example, 0.34 means a 34% yield). (1) The reactants are [N:1]([CH2:4][CH2:5][CH2:6][CH2:7][C:8]([O:10]C)=[O:9])=[N+:2]=[N-:3].[OH-].[K+]. The catalyst is O.CO. The product is [N:1]([CH2:4][CH2:5][CH2:6][CH2:7][C:8]([OH:10])=[O:9])=[N+:2]=[N-:3]. The yield is 0.776. (2) The reactants are Br[C:2]1[CH:7]=[CH:6][C:5]([Br:8])=[CH:4][N:3]=1.[C:9]([Cu])#[N:10].[OH-].[Na+].C(OCC)(=O)C. The catalyst is CN1C(=O)CCC1. The product is [Br:8][C:5]1[CH:4]=[N:3][C:2]([C:9]#[N:10])=[CH:7][CH:6]=1. The yield is 0.280. (3) The reactants are C([Li])CCC.C1(C)C=CC(S([CH:15]([N+:23]#[C-:24])[C:16]2[CH:21]=[CH:20][C:19]([F:22])=[CH:18][CH:17]=2)(=O)=O)=CC=1.[Br-].[Li+].[N:28]1[CH:33]=[CH:32][C:31]([CH:34]=[CH:35][C:36]([O:38][CH2:39][CH3:40])=[O:37])=[CH:30][CH:29]=1. The catalyst is CCCCCC.O1CCCC1. The yield is 0.890. The product is [CH2:39]([O:38][C:36]([C:35]1[C:34]([C:31]2[CH:32]=[CH:33][N:28]=[CH:29][CH:30]=2)=[C:15]([C:16]2[CH:17]=[CH:18][C:19]([F:22])=[CH:20][CH:21]=2)[NH:23][CH:24]=1)=[O:37])[CH3:40]. (4) The catalyst is ClCCl. The reactants are [CH2:1]([OH:13])[CH2:2][O:3][CH2:4][CH2:5][O:6][CH2:7][CH2:8][O:9][CH2:10][CH2:11][OH:12].C(N(CC)CC)C.[C:21]1([C:27](Cl)([C:34]2[CH:39]=[CH:38][CH:37]=[CH:36][CH:35]=2)[C:28]2[CH:33]=[CH:32][CH:31]=[CH:30][CH:29]=2)[CH:26]=[CH:25][CH:24]=[CH:23][CH:22]=1. The product is [C:21]1([C:27]([C:28]2[CH:29]=[CH:30][CH:31]=[CH:32][CH:33]=2)([C:34]2[CH:35]=[CH:36][CH:37]=[CH:38][CH:39]=2)[O:12][CH2:11][CH2:10][O:9][CH2:8][CH2:7][O:6][CH2:5][CH2:4][O:3][CH2:2][CH2:1][OH:13])[CH:22]=[CH:23][CH:24]=[CH:25][CH:26]=1. The yield is 0.950.